From a dataset of Retrosynthesis with 50K atom-mapped reactions and 10 reaction types from USPTO. Predict the reactants needed to synthesize the given product. (1) Given the product CN1CCN(c2ccc(Nc3ncc(-c4cccc(O)c4)o3)cc2)CC1, predict the reactants needed to synthesize it. The reactants are: COc1cccc(-c2cnc(Nc3ccc(N4CCN(C)CC4)cc3)o2)c1. (2) Given the product COc1ccc(CN(c2nncs2)S(=O)(=O)c2ccc(F)c(C#N)c2)c(OC)c1, predict the reactants needed to synthesize it. The reactants are: COc1ccc(CNc2nncs2)c(OC)c1.N#Cc1cc(S(=O)(=O)Cl)ccc1F. (3) Given the product CC(C)(C)c1ccc(CCOc2ncnc3ccccc23)cc1, predict the reactants needed to synthesize it. The reactants are: CC(C)(C)c1ccc(CCO)cc1.Clc1ncnc2ccccc12.